From a dataset of Peptide-MHC class II binding affinity with 134,281 pairs from IEDB. Regression. Given a peptide amino acid sequence and an MHC pseudo amino acid sequence, predict their binding affinity value. This is MHC class II binding data. (1) The peptide sequence is LSVTEQSEFYFPRAP. The MHC is DRB1_0101 with pseudo-sequence DRB1_0101. The binding affinity (normalized) is 0.315. (2) The peptide sequence is CVRDGKGGFMYLKEL. The MHC is DRB1_0101 with pseudo-sequence DRB1_0101. The binding affinity (normalized) is 0.266. (3) The peptide sequence is ALSAEYAAVAQELSV. The MHC is DRB1_0404 with pseudo-sequence DRB1_0404. The binding affinity (normalized) is 0.239. (4) The peptide sequence is CAKFTCAKSMSLFEVKK. The MHC is HLA-DQA10501-DQB10402 with pseudo-sequence HLA-DQA10501-DQB10402. The binding affinity (normalized) is 0.477. (5) The peptide sequence is LSFAAALNGLAGPLH. The MHC is DRB3_0101 with pseudo-sequence DRB3_0101. The binding affinity (normalized) is 0.217. (6) The peptide sequence is YFPPPAAKEDFLGCL. The MHC is DRB1_0101 with pseudo-sequence DRB1_0101. The binding affinity (normalized) is 0.453.